Predict the product of the given reaction. From a dataset of Forward reaction prediction with 1.9M reactions from USPTO patents (1976-2016). Given the reactants C([O:5][C:6]([N:8]1[CH2:13][CH2:12][CH:11]([N:14]([C:20]2[CH:25]=[CH:24][C:23]([O:26][CH2:27][C:28]3[CH:33]=[CH:32][CH:31]=[CH:30][CH:29]=3)=[CH:22][CH:21]=2)[CH2:15][CH2:16][CH:17]([CH3:19])[CH3:18])[CH2:10][CH2:9]1)=O)(C)(C)C.C(OC1C=CC([N:48]([CH2:55][CH2:56][CH:57]([CH3:59])[CH3:58])C2CCNCC2)=CC=1)C1C=CC=CC=1.C(O)(C(F)(F)F)=O, predict the reaction product. The product is: [NH2:48][C@@H:55]([CH2:56][CH:57]([CH3:59])[CH3:58])[C:6]([N:8]1[CH2:9][CH2:10][CH:11]([N:14]([C:20]2[CH:21]=[CH:22][C:23]([O:26][CH2:27][C:28]3[CH:29]=[CH:30][CH:31]=[CH:32][CH:33]=3)=[CH:24][CH:25]=2)[CH2:15][CH2:16][CH:17]([CH3:19])[CH3:18])[CH2:12][CH2:13]1)=[O:5].